Dataset: Full USPTO retrosynthesis dataset with 1.9M reactions from patents (1976-2016). Task: Predict the reactants needed to synthesize the given product. (1) Given the product [C:1]1([C:7]2[N:11]=[C:10]([C@H:12]3[CH2:16][CH2:15][C@H:14]([NH2:17])[CH2:13]3)[O:9][N:8]=2)[CH:2]=[CH:3][CH:4]=[CH:5][CH:6]=1, predict the reactants needed to synthesize it. The reactants are: [C:1]1([C:7]2[N:11]=[C:10]([C@H:12]3[CH2:16][CH2:15][C@H:14]([NH:17]C(=O)OC(C)(C)C)[CH2:13]3)[O:9][N:8]=2)[CH:6]=[CH:5][CH:4]=[CH:3][CH:2]=1.FC(F)(F)C(O)=O. (2) Given the product [O:30]=[S:27]1(=[O:31])[CH2:28][CH2:29][N:24]([C:19]([C:18]2[CH:17]=[N:16][C:15]([O:14][CH2:13][C:3]3[C:4]([C:7]4[CH:8]=[CH:9][N:10]=[CH:11][CH:12]=4)=[N:5][O:6][C:2]=3[CH3:1])=[CH:23][CH:22]=2)=[O:21])[CH2:25][CH2:26]1, predict the reactants needed to synthesize it. The reactants are: [CH3:1][C:2]1[O:6][N:5]=[C:4]([C:7]2[CH:12]=[CH:11][N:10]=[CH:9][CH:8]=2)[C:3]=1[CH2:13][O:14][C:15]1[CH:23]=[CH:22][C:18]([C:19]([OH:21])=O)=[CH:17][N:16]=1.[NH:24]1[CH2:29][CH2:28][S:27](=[O:31])(=[O:30])[CH2:26][CH2:25]1. (3) Given the product [CH2:22]([O:21][C:19]([C:18]1[C:17](=[O:24])[O:13][C:7]2[C:8]([CH:9]=1)=[CH:11][CH:12]=[C:5]([O:4][CH2:3][CH2:2][F:1])[C:6]=2[CH2:14][CH2:15][CH3:16])=[O:20])[CH3:23], predict the reactants needed to synthesize it. The reactants are: [F:1][CH2:2][CH2:3][O:4][C:5]1[CH:12]=[CH:11][C:8]([CH:9]=O)=[C:7]([OH:13])[C:6]=1[CH2:14][CH2:15][CH3:16].[C:17](OCC)(=[O:24])[CH2:18][C:19]([O:21][CH2:22][CH3:23])=[O:20].N1CCCCC1. (4) Given the product [CH2:8]([O:3][CH2:4][CH2:5][C:6]#[N:7])[C:9]1[CH:14]=[CH:13][CH:12]=[CH:11][CH:10]=1, predict the reactants needed to synthesize it. The reactants are: [H-].[Na+].[OH:3][CH2:4][CH2:5][C:6]#[N:7].[CH2:8](Br)[C:9]1[CH:14]=[CH:13][CH:12]=[CH:11][CH:10]=1.CN(C)C=O. (5) Given the product [C:17]([O:16][C:14]([NH:13][C@@H:4]([CH2:5][C:6]1[CH:11]=[CH:10][C:9]([O:12][CH2:44][CH2:43][CH2:42][CH:39]2[CH2:40][CH2:41][N:36]([C:34]3[O:33][N:32]=[C:31]([CH:28]([CH3:29])[CH3:30])[N:35]=3)[CH2:37][CH2:38]2)=[CH:8][CH:7]=1)[C:3]([OH:2])=[O:21])=[O:15])([CH3:20])([CH3:19])[CH3:18], predict the reactants needed to synthesize it. The reactants are: C[O:2][C:3](=[O:21])[C@@H:4]([NH:13][C:14]([O:16][C:17]([CH3:20])([CH3:19])[CH3:18])=[O:15])[CH2:5][C:6]1[CH:11]=[CH:10][C:9]([OH:12])=[CH:8][CH:7]=1.C([O-])([O-])=O.[K+].[K+].[CH:28]([C:31]1[N:35]=[C:34]([N:36]2[CH2:41][CH2:40][CH:39]([CH2:42][CH2:43][CH2:44]OS(C)(=O)=O)[CH2:38][CH2:37]2)[O:33][N:32]=1)([CH3:30])[CH3:29]. (6) Given the product [OH:23][CH2:24][CH2:25][NH:26][S:19]([C:14]1[N:15]([CH3:18])[N:16]=[C:17]2[C:13]=1[CH:12]=[CH:11][CH:10]=[C:9]2[C:3]1[CH:4]=[CH:5][C:6]([Cl:8])=[CH:7][C:2]=1[Cl:1])(=[O:20])=[O:35], predict the reactants needed to synthesize it. The reactants are: [Cl:1][C:2]1[CH:7]=[C:6]([Cl:8])[CH:5]=[CH:4][C:3]=1[C:9]1[C:17]2[C:13](=[C:14]([S:19](Cl)=[O:20])[N:15]([CH3:18])[N:16]=2)[CH:12]=[CH:11][CH:10]=1.C[O:23][CH2:24][CH2:25][NH2:26].CNC.CN.N1CC[O:35]CC1.CN1CCNCC1.N(CCO)CCO.